From a dataset of Forward reaction prediction with 1.9M reactions from USPTO patents (1976-2016). Predict the product of the given reaction. Given the reactants Cl[C:2]([O:4][CH2:5][C:6]1[CH:11]=[CH:10][C:9]([N+:12]([O-:14])=[O:13])=[CH:8][CH:7]=1)=[O:3].C(N(CC)CC)C.[NH2:22][CH2:23][CH2:24][CH2:25][OH:26], predict the reaction product. The product is: [N+:12]([C:9]1[CH:10]=[CH:11][C:6]([CH2:5][O:4][C:2]([NH:22][CH2:23][CH2:24][CH2:25][OH:26])=[O:3])=[CH:7][CH:8]=1)([O-:14])=[O:13].